The task is: Predict the product of the given reaction.. This data is from Forward reaction prediction with 1.9M reactions from USPTO patents (1976-2016). (1) Given the reactants [ClH:1].O1CCOCC1.[CH2:8]([O:15][C:16]1[CH:21]=[CH:20][C:19]([C:22]2[CH:27]=[CH:26][CH:25]=[C:24]([CH2:28][C@H:29]([NH:34][C:35](=[O:60])[C@@H:36]([NH:52]C(OC(C)(C)C)=O)[CH2:37][C@@H:38]([OH:51])[CH2:39][NH:40][C:41]([O:43][CH2:44][C:45]3[CH:50]=[CH:49][CH:48]=[CH:47][CH:46]=3)=[O:42])[C:30]([O:32][CH3:33])=[O:31])[CH:23]=2)=[CH:18][C:17]=1[CH2:61][C@H:62]([NH:77][C:78]([O:80][CH2:81][C:82]1[CH:87]=[CH:86][CH:85]=[CH:84][CH:83]=1)=[O:79])[C:63]([O:65][C:66]1[C:71]([F:72])=[C:70]([F:73])[C:69]([F:74])=[C:68]([F:75])[C:67]=1[F:76])=[O:64])[C:9]1[CH:14]=[CH:13][CH:12]=[CH:11][CH:10]=1, predict the reaction product. The product is: [ClH:1].[NH2:52][C@@H:36]([CH2:37][C@@H:38]([OH:51])[CH2:39][NH:40][C:41]([O:43][CH2:44][C:45]1[CH:46]=[CH:47][CH:48]=[CH:49][CH:50]=1)=[O:42])[C:35]([NH:34][C@@H:29]([CH2:28][C:24]1[CH:23]=[C:22]([C:19]2[CH:20]=[CH:21][C:16]([O:15][CH2:8][C:9]3[CH:10]=[CH:11][CH:12]=[CH:13][CH:14]=3)=[C:17]([CH2:61][C@H:62]([NH:77][C:78]([O:80][CH2:81][C:82]3[CH:83]=[CH:84][CH:85]=[CH:86][CH:87]=3)=[O:79])[C:63](=[O:64])[O:65][C:66]3[C:67]([F:76])=[C:68]([F:75])[C:69]([F:74])=[C:70]([F:73])[C:71]=3[F:72])[CH:18]=2)[CH:27]=[CH:26][CH:25]=1)[C:30]([O:32][CH3:33])=[O:31])=[O:60]. (2) Given the reactants [C:1]([N:8]1[CH2:13][CH2:12][N:11]([C:14]2[CH:19]=[CH:18][CH:17]=[CH:16][C:15]=2[CH2:20]O)[CH2:10][CH2:9]1)([O:3][C:4]([CH3:7])([CH3:6])[CH3:5])=[O:2].[NH:22]1[CH:26]=[N:25][CH:24]=[N:23]1.C1(P(C2C=CC=CC=2)C2C=CC=CC=2)C=CC=CC=1.CCOC(/N=N/C(OCC)=O)=O, predict the reaction product. The product is: [C:1]([N:8]1[CH2:13][CH2:12][N:11]([C:14]2[CH:19]=[CH:18][CH:17]=[CH:16][C:15]=2[CH2:20][N:22]2[CH:26]=[N:25][CH:24]=[N:23]2)[CH2:10][CH2:9]1)([O:3][C:4]([CH3:7])([CH3:6])[CH3:5])=[O:2]. (3) Given the reactants C([O:5][C:6](=[O:41])[CH2:7][O:8][C:9]1[CH:14]=[CH:13][C:12]([CH2:15][CH2:16][C:17]([N:19]2[CH2:40][CH2:39][C:22]3([NH:26]/[C:25](=[N:27]/[C:28]([C:30]4[C:35]([NH2:36])=[N:34][C:33]([NH2:37])=[C:32]([Cl:38])[N:31]=4)=[O:29])/[NH:24][CH2:23]3)[CH2:21][CH2:20]2)=[O:18])=[CH:11][CH:10]=1)(C)(C)C.[ClH:42], predict the reaction product. The product is: [NH2:36][C:35]1[C:30]([C:28](/[N:27]=[C:25]2/[NH:26][C:22]3([CH2:39][CH2:40][N:19]([C:17](=[O:18])[CH2:16][CH2:15][C:12]4[CH:11]=[CH:10][C:9]([O:8][CH2:7][C:6]([OH:41])=[O:5])=[CH:14][CH:13]=4)[CH2:20][CH2:21]3)[CH2:23][NH:24]/2)=[O:29])=[N:31][C:32]([Cl:38])=[C:33]([NH2:37])[N:34]=1.[ClH:42]. (4) Given the reactants [C:1](Cl)(=[O:8])[C:2]1[CH:7]=[CH:6][N:5]=[CH:4][CH:3]=1.[CH3:10][O:11][C:12]1[CH:18]=[CH:17][C:15]([NH2:16])=[C:14]([N+:19]([O-:21])=[O:20])[CH:13]=1, predict the reaction product. The product is: [CH3:10][O:11][C:12]1[CH:18]=[CH:17][C:15]([NH:16][C:1]([C:2]2[CH:7]=[CH:6][N:5]=[CH:4][CH:3]=2)=[O:8])=[C:14]([N+:19]([O-:21])=[O:20])[CH:13]=1. (5) Given the reactants N#N.[CH3:3][C:4]1[CH:9]=[CH:8][N:7]=[C:6]([C:10]2[CH:15]=[C:14]([CH3:16])[CH:13]=[CH:12][N:11]=2)[CH:5]=1.C([N-]C(C)C)(C)C.[Li+].[Br:25][CH:26](Br)[CH2:27][CH2:28][CH2:29][CH2:30][CH2:31][CH2:32][CH2:33][CH2:34][CH3:35], predict the reaction product. The product is: [Br:25][CH2:26][CH2:27][CH2:28][CH2:29][CH2:30][CH2:31][CH2:32][CH2:33][CH2:34][CH2:35][CH2:3][C:4]1[CH:9]=[CH:8][N:7]=[C:6]([C:10]2[CH:15]=[C:14]([CH3:16])[CH:13]=[CH:12][N:11]=2)[CH:5]=1.